From a dataset of Full USPTO retrosynthesis dataset with 1.9M reactions from patents (1976-2016). Predict the reactants needed to synthesize the given product. (1) Given the product [N:19]1([S:16]([C:14]2[CH:15]=[C:9]([OH:8])[C:10]([OH:11])=[CH:12][CH:13]=2)(=[O:18])=[O:17])[CH2:20][CH2:21][CH2:22][CH2:23][CH2:24]1, predict the reactants needed to synthesize it. The reactants are: C1(C2(C3C=CC=CC=3)[O:11][C:10]3[CH:12]=[CH:13][C:14]([S:16]([N:19]4[CH2:24][CH2:23][CH2:22][CH2:21][CH2:20]4)(=[O:18])=[O:17])=[CH:15][C:9]=3[O:8]2)C=CC=CC=1.FC(F)(F)C(O)=O. (2) Given the product [NH2:11][C:10]1[C:5]([C:3]([OH:4])=[O:2])=[N:6][C:7]([Cl:16])=[C:8]([C:12]([F:14])([F:15])[CH3:13])[N:9]=1, predict the reactants needed to synthesize it. The reactants are: C[O:2][C:3]([C:5]1[C:10]([NH2:11])=[N:9][C:8]([C:12]([F:15])([F:14])[CH3:13])=[C:7]([Cl:16])[N:6]=1)=[O:4].[Li+].[OH-].Cl. (3) Given the product [CH3:40][C:30]1[CH:29]([Si:26]([CH:23]2[C:22]3[CH:21]=[CH:20][CH:19]=[CH:18][C:17]=3[C:16]3[C:24]2=[CH:12][CH:13]=[CH:14][CH:15]=3)([CH3:28])[CH3:27])[C:37]2[C:32]([CH:31]=1)=[C:33]([CH3:39])[CH:34]=[C:35]([CH3:38])[CH:36]=2, predict the reactants needed to synthesize it. The reactants are: [Li]CCCC.CCCCCC.[CH:12]1[C:24]2[CH2:23][C:22]3[C:17](=[CH:18][CH:19]=[CH:20][CH:21]=3)[C:16]=2[CH:15]=[CH:14][CH:13]=1.Cl[Si:26]([CH:29]1[C:37]2[C:32](=[C:33]([CH3:39])[CH:34]=[C:35]([CH3:38])[CH:36]=2)[CH:31]=[C:30]1[CH3:40])([CH3:28])[CH3:27].[Li]. (4) The reactants are: [CH3:1][N:2]1[CH2:6][CH2:5][CH:4]([NH:7]C(OC(C)(C)C)=O)[CH2:3]1.[ClH:15].O1CCOCC1. Given the product [ClH:15].[ClH:15].[CH3:1][N:2]1[CH2:6][CH2:5][CH:4]([NH2:7])[CH2:3]1, predict the reactants needed to synthesize it. (5) Given the product [Cl:32][C:33]([Cl:40])([Cl:39])[CH2:34][O:35][C:36](=[O:37])[NH:1][C:2]1[N:6]([C:7]2[CH:8]=[CH:9][C:10]([O:15][Si:16]([CH:20]([CH3:21])[CH3:22])([CH:23]([CH3:25])[CH3:24])[CH:17]([CH3:18])[CH3:19])=[C:11]([CH2:13][OH:14])[CH:12]=2)[N:5]=[C:4]([C:26]([CH3:29])([CH3:28])[CH3:27])[CH:3]=1, predict the reactants needed to synthesize it. The reactants are: [NH2:1][C:2]1[N:6]([C:7]2[CH:8]=[CH:9][C:10]([O:15][Si:16]([CH:23]([CH3:25])[CH3:24])([CH:20]([CH3:22])[CH3:21])[CH:17]([CH3:19])[CH3:18])=[C:11]([CH2:13][OH:14])[CH:12]=2)[N:5]=[C:4]([C:26]([CH3:29])([CH3:28])[CH3:27])[CH:3]=1.[OH-].[Na+].[Cl:32][C:33]([Cl:40])([Cl:39])[CH2:34][O:35][C:36](Cl)=[O:37]. (6) Given the product [Cl:5][C:6]1[CH:7]=[CH:8][C:9]([S:12]([NH:15][CH:16]([CH2:17][CH2:18][CH3:19])[C:20]([NH:22][NH:23][C:3](=[S:4])[NH:2][CH3:1])=[O:21])(=[O:14])=[O:13])=[CH:10][CH:11]=1, predict the reactants needed to synthesize it. The reactants are: [CH3:1][N:2]=[C:3]=[S:4].[Cl:5][C:6]1[CH:11]=[CH:10][C:9]([S:12]([NH:15][CH:16]([C:20]([NH:22][NH2:23])=[O:21])[CH2:17][CH2:18][CH3:19])(=[O:14])=[O:13])=[CH:8][CH:7]=1. (7) The reactants are: [F:1][C:2]([F:26])([F:25])[CH2:3][N:4]1[C:8]([C:9]2[S:10][C:11]3[CH2:12][CH2:13][O:14][C:15]4[CH:22]=[C:21](NC)[CH:20]=[CH:19][C:16]=4[C:17]=3[N:18]=2)=[N:7][CH:6]=[N:5]1.[CH:27]([N:30](C(C)C)CC)(C)C.[NH:36]1[CH:40]=[C:39]([C:41]([OH:43])=O)[CH:38]=[N:37]1.F[P-](F)(F)(F)(F)F.N1(OC(N(C)C)=[N+](C)C)C2N=CC=CC=2N=N1. Given the product [F:1][C:2]([F:26])([F:25])[CH2:3][N:4]1[C:8]([C:9]2[S:10][C:11]3[CH2:12][CH2:13][O:14][C:15]4[CH:22]=[C:21]([CH2:27][NH:30][C:41]([C:39]5[CH:38]=[N:37][NH:36][CH:40]=5)=[O:43])[CH:20]=[CH:19][C:16]=4[C:17]=3[N:18]=2)=[N:7][CH:6]=[N:5]1, predict the reactants needed to synthesize it. (8) Given the product [Cl:36][C:22]1[C:23]([NH:25][C@@H:26]2[C@@H:31]3[CH2:32][C@@H:28]([CH:29]=[CH:30]3)[C@@H:27]2[C:33]([NH2:35])=[O:34])=[N:24][C:19]([NH:1][C:2]2[CH:3]=[CH:4][C:5]3[C:11]([CH3:12])([CH3:13])[CH2:10][CH2:9][C:8](=[O:14])[N:7]([CH2:15][CH3:16])[C:6]=3[CH:17]=2)=[N:20][CH:21]=1, predict the reactants needed to synthesize it. The reactants are: [NH2:1][C:2]1[CH:3]=[CH:4][C:5]2[C:11]([CH3:13])([CH3:12])[CH2:10][CH2:9][C:8](=[O:14])[N:7]([CH2:15][CH3:16])[C:6]=2[CH:17]=1.Cl[C:19]1[N:24]=[C:23]([NH:25][C@@H:26]2[C@@H:31]3[CH2:32][C@@H:28]([CH:29]=[CH:30]3)[C@@H:27]2[C:33]([NH2:35])=[O:34])[C:22]([Cl:36])=[CH:21][N:20]=1.